This data is from Serine/threonine kinase 33 screen with 319,792 compounds. The task is: Binary Classification. Given a drug SMILES string, predict its activity (active/inactive) in a high-throughput screening assay against a specified biological target. (1) The compound is O(c1n(c2c(n(c(=O)n(c2=O)C)C)n1)Cc1cc(OC)ccc1)c1cc(ccc1)C. The result is 0 (inactive). (2) The compound is Fc1cc(CN2CC(CCC2=O)C(=O)NCc2onc(c2)CC)ccc1. The result is 0 (inactive). (3) The drug is Clc1ccc(C(=O)NNC(=O)CSc2n3c(nn2)cccc3)cc1. The result is 0 (inactive). (4) The compound is s1c(c(nc1NC(=S)NC(=O)c1sccc1)C(OC)=O)C. The result is 0 (inactive).